This data is from Catalyst prediction with 721,799 reactions and 888 catalyst types from USPTO. The task is: Predict which catalyst facilitates the given reaction. (1) Reactant: Cl[CH2:2][C:3]([NH:5][C:6]1[CH:14]=[CH:13][C:9]2[NH:10][CH:11]=[N:12][C:8]=2[CH:7]=1)=[O:4].[F:15][C:16]1[CH:28]=[CH:27][C:19]([CH2:20][CH:21]2[CH2:26][CH2:25][NH:24][CH2:23][CH2:22]2)=[CH:18][CH:17]=1. Product: [F:15][C:16]1[CH:17]=[CH:18][C:19]([CH2:20][CH:21]2[CH2:22][CH2:23][N:24]([CH2:2][C:3]([NH:5][C:6]3[CH:14]=[CH:13][C:9]4[NH:10][CH:11]=[N:12][C:8]=4[CH:7]=3)=[O:4])[CH2:25][CH2:26]2)=[CH:27][CH:28]=1. The catalyst class is: 27. (2) Reactant: [CH3:1][C:2]1[N:3]([CH2:24][C:25]([O:27][CH2:28][CH3:29])=[O:26])[C:4]2[CH2:5][C:6]([CH3:23])([CH3:22])[CH2:7][C:8](=[O:21])[C:9]=2[C:10]=1[CH2:11][C:12]1[CH:17]=[CH:16][CH:15]=[CH:14][C:13]=1[N+:18]([O-])=O.C1COCC1.[Cl-].[NH4+]. Product: [NH2:18][C:13]1[CH:14]=[CH:15][CH:16]=[CH:17][C:12]=1[CH2:11][C:10]1[C:9]2[C:8](=[O:21])[CH2:7][C:6]([CH3:23])([CH3:22])[CH2:5][C:4]=2[N:3]([CH2:24][C:25]([O:27][CH2:28][CH3:29])=[O:26])[C:2]=1[CH3:1]. The catalyst class is: 186. (3) Reactant: ClC1C=[C:4]([C:9]2[N:13]3[C:14]4[N:22]=[C:21]([O:23][CH3:24])[CH:20]=[CH:19][C:15]=4[N:16]=[C:17]([CH3:18])[C:12]3=[C:11]([CH3:25])[N:10]=2)C=C(Cl)C=1.[Cl:26][C:27]1[S:31]C(B(O)O)=[CH:29][CH:28]=1.C([O-])([O-])=O.[K+].[K+]. Product: [Cl:26][C:27]1[S:31][C:4]([C:9]2[N:13]3[C:14]4[N:22]=[C:21]([O:23][CH3:24])[CH:20]=[CH:19][C:15]=4[N:16]=[C:17]([CH3:18])[C:12]3=[C:11]([CH3:25])[N:10]=2)=[CH:29][CH:28]=1. The catalyst class is: 73.